Dataset: Reaction yield outcomes from USPTO patents with 853,638 reactions. Task: Predict the reaction yield, written as a fraction of the theoretical maximum amount of product (1.0 means a 100% yield; for example, 0.34 means a 34% yield). The reactants are [F:1][C:2]1[C:7]([F:8])=[C:6]([N:9]=NC2C=CC=CC=2)[CH:5]=[CH:4][C:3]=1[OH:17]. The catalyst is C(O)C.[Pd]. The product is [NH2:9][C:6]1[CH:5]=[CH:4][C:3]([OH:17])=[C:2]([F:1])[C:7]=1[F:8]. The yield is 0.740.